Dataset: Reaction yield outcomes from USPTO patents with 853,638 reactions. Task: Predict the reaction yield, written as a fraction of the theoretical maximum amount of product (1.0 means a 100% yield; for example, 0.34 means a 34% yield). The reactants are [CH2:1]([NH2:8])[C:2]1[CH:7]=[CH:6][CH:5]=[CH:4][CH:3]=1.[CH3:9][CH2:10][O:11][C:12]([CH:14](Br)[CH2:15][CH2:16][CH:17](Br)[C:18]([O:20][CH2:21][CH3:22])=[O:19])=[O:13]. The catalyst is C1(C)C=CC=CC=1. The product is [CH2:1]([N:8]1[C@H:14]([C:12]([O:11][CH2:10][CH3:9])=[O:13])[CH2:15][CH2:16][C@@H:17]1[C:18]([O:20][CH2:21][CH3:22])=[O:19])[C:2]1[CH:7]=[CH:6][CH:5]=[CH:4][CH:3]=1. The yield is 0.820.